This data is from Catalyst prediction with 721,799 reactions and 888 catalyst types from USPTO. The task is: Predict which catalyst facilitates the given reaction. (1) Product: [F:17][C:16]([F:19])([F:18])[S:13]([C:10]1[CH:11]=[CH:12][C:6]2[CH2:5][O:4][CH:3]([CH2:2][NH:23][CH2:20][CH2:21][CH3:22])[O:8][C:7]=2[CH:9]=1)(=[O:15])=[O:14]. The catalyst class is: 10. Reactant: Br[CH2:2][CH:3]1[O:8][C:7]2[CH:9]=[C:10]([S:13]([C:16]([F:19])([F:18])[F:17])(=[O:15])=[O:14])[CH:11]=[CH:12][C:6]=2[CH2:5][O:4]1.[CH2:20]([NH2:23])[CH2:21][CH3:22].C(=O)([O-])[O-].[K+].[K+]. (2) Reactant: [Cl:1][C:2]1[CH:10]=[CH:9][CH:8]=[C:7]2[C:3]=1[C:4]([C:15]([OH:17])=O)=[CH:5][N:6]2[CH2:11][CH2:12][O:13][CH3:14].[Cl:18][C:19]1[CH:24]=[CH:23][CH:22]=[CH:21][C:20]=1[CH2:25][CH2:26][NH2:27].Cl.CN(C)CCCN=C=NCC.N1(O)C2C=CC=CC=2N=N1.CCN(C(C)C)C(C)C. Product: [Cl:18][C:19]1[CH:24]=[CH:23][CH:22]=[CH:21][C:20]=1[CH2:25][CH2:26][NH:27][C:15]([C:4]1[C:3]2[C:7](=[CH:8][CH:9]=[CH:10][C:2]=2[Cl:1])[N:6]([CH2:11][CH2:12][O:13][CH3:14])[CH:5]=1)=[O:17]. The catalyst class is: 3. (3) Product: [CH:10]12[CH:11]([NH:14][C:15](=[O:43])[C:16]3[CH:21]=[CH:20][C:19]([CH2:22][N:23]([S:31]([C:34]4[CH:35]=[CH:36][C:37]([O:40][CH2:41][CH3:42])=[CH:38][CH:39]=4)(=[O:33])=[O:32])[CH2:24][C:25]4[CH:30]=[CH:29][CH:28]=[CH:27][N:26]=4)=[CH:18][CH:17]=3)[CH:12]1[CH2:13][NH:8][CH2:9]2. Reactant: C(OC([N:8]1[CH2:13][CH:12]2[CH:10]([CH:11]2[NH:14][C:15](=[O:43])[C:16]2[CH:21]=[CH:20][C:19]([CH2:22][N:23]([S:31]([C:34]3[CH:39]=[CH:38][C:37]([O:40][CH2:41][CH3:42])=[CH:36][CH:35]=3)(=[O:33])=[O:32])[CH2:24][C:25]3[CH:30]=[CH:29][CH:28]=[CH:27][N:26]=3)=[CH:18][CH:17]=2)[CH2:9]1)=O)(C)(C)C. The catalyst class is: 89.